This data is from Reaction yield outcomes from USPTO patents with 853,638 reactions. The task is: Predict the reaction yield, written as a fraction of the theoretical maximum amount of product (1.0 means a 100% yield; for example, 0.34 means a 34% yield). (1) The reactants are [NH2:1][C:2]1[CH:7]=[CH:6][C:5]([N:8]2[C:14](=[O:15])[CH2:13][C:12](=[O:16])[NH:11][C:10]3[C:17]4[C:22]([CH:23]=[CH:24][C:9]2=3)=[CH:21][CH:20]=[CH:19][CH:18]=4)=[CH:4][CH:3]=1.O=C1CC(=O)N(C2C=CC(C(OCC)=O)=CC=2)C2C=CC3C(C=2N1)=CC=CC=3.[Cl:53][C:54]1[CH:59]=[CH:58][CH:57]=[CH:56][C:55]=1[CH2:60][CH2:61][C:62](Cl)=[O:63].O=C1CC(=O)N(C2C=CC(C(O)=O)=CC=2)C2C=CC3C(C=2N1)=CC=CC=3. No catalyst specified. The product is [Cl:53][C:54]1[CH:59]=[CH:58][CH:57]=[CH:56][C:55]=1[CH2:60][CH2:61][C:62]([NH:1][C:2]1[CH:7]=[CH:6][C:5]([N:8]2[C:14](=[O:15])[CH2:13][C:12](=[O:16])[NH:11][C:10]3[C:17]4[C:22]([CH:23]=[CH:24][C:9]2=3)=[CH:21][CH:20]=[CH:19][CH:18]=4)=[CH:4][CH:3]=1)=[O:63]. The yield is 0.560. (2) The catalyst is C1COCC1. The reactants are CC1C=CC(S(O[CH2:12][CH2:13][C:14]2[N:18]([C:19]3[N:24]=[CH:23][C:22]([F:25])=[CH:21][N:20]=3)[N:17]=[N:16][C:15]=2[C@H:26]([NH:28][C:29](=[O:41])[C:30]2[CH:35]=[CH:34][CH:33]=[C:32]([C:36]([F:39])([F:38])[F:37])[C:31]=2[Cl:40])[CH3:27])(=O)=O)=CC=1.[H-].[Na+]. The yield is 0.720. The product is [Cl:40][C:31]1[C:32]([C:36]([F:39])([F:37])[F:38])=[CH:33][CH:34]=[CH:35][C:30]=1[C:29]([N:28]1[CH2:12][CH2:13][C:14]2[N:18]([C:19]3[N:20]=[CH:21][C:22]([F:25])=[CH:23][N:24]=3)[N:17]=[N:16][C:15]=2[C@H:26]1[CH3:27])=[O:41].